Dataset: Full USPTO retrosynthesis dataset with 1.9M reactions from patents (1976-2016). Task: Predict the reactants needed to synthesize the given product. (1) The reactants are: ClC1C=C(C2C=[C:10]([C:20]([N:22]3[CH2:27][CH2:26]NC(=O)C3)=O)[O:11]C=2C2C=CC(F)=CC=2)C=CC=1.[Cl:29][C:30]1[CH:31]=[C:32]([C:37]2[CH:38]=[C:39]([C:50](O)=[O:51])[O:40][C:41]=2[C:42]2[CH:47]=[CH:46][CH:45]=[C:44]([C:48]#[N:49])[CH:43]=2)[CH:33]=[C:34]([F:36])[CH:35]=1.N1CC[C@@H](O)C1. Given the product [Cl:29][C:30]1[CH:31]=[C:32]([C:37]2[CH:38]=[C:39]([C:50]([N:22]3[CH2:27][CH2:26][C@@H:10]([OH:11])[CH2:20]3)=[O:51])[O:40][C:41]=2[C:42]2[CH:43]=[C:44]([C:48]#[N:49])[CH:45]=[CH:46][CH:47]=2)[CH:33]=[C:34]([F:36])[CH:35]=1, predict the reactants needed to synthesize it. (2) Given the product [CH3:20][O:21][C:22]1[CH:23]=[C:24](/[C:30](=[CH:7]/[C:6]2[CH:9]=[CH:10][C:11]([O:12][CH2:13][CH2:14][CH2:15][CH2:16][CH2:17][CH2:18][OH:19])=[C:4]([O:3][CH2:1][CH3:2])[CH:5]=2)/[C:31]#[N:32])[CH:25]=[CH:26][C:27]=1[O:28][CH3:29], predict the reactants needed to synthesize it. The reactants are: [CH2:1]([O:3][C:4]1[CH:5]=[C:6]([CH:9]=[CH:10][C:11]=1[O:12][CH2:13][CH2:14][CH2:15][CH2:16][CH2:17][CH2:18][OH:19])[CH:7]=O)[CH3:2].[CH3:20][O:21][C:22]1[CH:23]=[C:24]([CH2:30][C:31]#[N:32])[CH:25]=[CH:26][C:27]=1[O:28][CH3:29]. (3) Given the product [CH2:21]([C@H:13]1[N:12]([CH:23]([CH3:24])[CH3:25])[C:11]2[N:10]=[C:9]([C:8]3[CH:7]=[CH:6][N:5]=[CH:4][C:3]=3[CH2:2][NH:1][C:26](=[O:27])[C:28]3[CH:6]=[CH:7][CH:8]=[CH:3][CH:2]=3)[N:18]=[CH:17][C:16]=2[N:15]([CH3:19])[C:14]1=[O:20])[CH3:22], predict the reactants needed to synthesize it. The reactants are: [NH2:1][CH2:2][C:3]1[CH:4]=[N:5][CH:6]=[CH:7][C:8]=1[C:9]1[N:18]=[CH:17][C:16]2[N:15]([CH3:19])[C:14](=[O:20])[C@@H:13]([CH2:21][CH3:22])[N:12]([CH:23]([CH3:25])[CH3:24])[C:11]=2[N:10]=1.[C:26](O)([C:28](F)(F)F)=[O:27]. (4) The reactants are: Br[CH:2]([C:6]1[CH:11]=[CH:10][CH:9]=[CH:8][C:7]=1[Cl:12])[C:3]([OH:5])=O.O=S(Cl)Cl.[F:17][C:18]([F:32])([F:31])[C:19]1[CH:20]=[C:21]([NH:29][NH2:30])[CH:22]=[C:23]([C:25]([F:28])([F:27])[F:26])[CH:24]=1.C([O-])([O-])=O.[K+].[K+].[CH3:39][N:40]1[CH2:45][CH2:44][NH:43][CH2:42][CH2:41]1. Given the product [F:17][C:18]([F:31])([F:32])[C:19]1[CH:20]=[C:21]([NH:29][NH:30][C:3](=[O:5])[CH:2]([C:6]2[CH:11]=[CH:10][CH:9]=[CH:8][C:7]=2[Cl:12])[N:43]2[CH2:44][CH2:45][N:40]([CH3:39])[CH2:41][CH2:42]2)[CH:22]=[C:23]([C:25]([F:28])([F:26])[F:27])[CH:24]=1, predict the reactants needed to synthesize it. (5) Given the product [CH:11]1([C:14]2[NH:18][C:17]3[CH:19]=[C:20]([C:24]4[C:25]([CH3:30])=[N:26][O:27][C:28]=4[CH3:29])[CH:21]=[C:22]([C:6]4[C:5]([CH3:10])=[N:4][NH:3][C:2]=4[CH3:1])[C:16]=3[N:15]=2)[CH2:13][CH2:12]1, predict the reactants needed to synthesize it. The reactants are: [CH3:1][C:2]1[C:6](B(O)O)=[C:5]([CH3:10])[NH:4][N:3]=1.[CH:11]1([C:14]2[NH:18][C:17]3[CH:19]=[C:20]([C:24]4[C:25]([CH3:30])=[N:26][O:27][C:28]=4[CH3:29])[CH:21]=[C:22](I)[C:16]=3[N:15]=2)[CH2:13][CH2:12]1.C(=O)([O-])[O-].[Cs+].[Cs+]. (6) Given the product [CH2:19]([O:18][C:16]([C:15]1[C:14]([CH3:21])=[N:1][C:2]2[C:3]([C:4]=1[NH2:5])=[C:6]([CH:10]1[CH2:11][CH2:12]1)[CH:7]=[CH:8][CH:9]=2)=[O:17])[CH3:20], predict the reactants needed to synthesize it. The reactants are: [NH2:1][C:2]1[CH:9]=[CH:8][CH:7]=[C:6]([CH:10]2[CH2:12][CH2:11]2)[C:3]=1[C:4]#[N:5].O=[C:14]([CH3:21])[CH2:15][C:16]([O:18][CH2:19][CH3:20])=[O:17].